From a dataset of hERG Central: cardiac toxicity at 1µM, 10µM, and general inhibition. Predict hERG channel inhibition at various concentrations. (1) The molecule is N#Cc1cnn2c(-c3cccc(C(F)(F)F)c3)ccnc12. Results: hERG_inhib (hERG inhibition (general)): blocker. (2) The molecule is COC(=O)c1ccsc1NC(=O)CN1CCN(Cc2ccc3c(c2)OCO3)CC1. Results: hERG_inhib (hERG inhibition (general)): blocker. (3) The compound is COc1ccccc1NC(=O)CN1CCN(CC(=O)Nc2ccc(F)cc2)CC1. Results: hERG_inhib (hERG inhibition (general)): blocker. (4) The compound is CN(C)CCNC(=O)c1sc2nc(-c3ccccc3)cc(C(F)(F)F)c2c1N. Results: hERG_inhib (hERG inhibition (general)): blocker. (5) The compound is COc1cc2c(C(=O)N3CCN(C)CC3)c(C)n(-c3ccccc3)c2cc1Br. Results: hERG_inhib (hERG inhibition (general)): blocker. (6) The compound is CCOC(=O)CCc1c(C)nc(SCCN2CCCC2)c(C#N)c1C. Results: hERG_inhib (hERG inhibition (general)): blocker. (7) The drug is O=C(C1CCN(S(=O)(=O)c2cccnc2)CC1)N1CCN(c2ccc(Cl)cc2)CC1. Results: hERG_inhib (hERG inhibition (general)): blocker.